This data is from Reaction yield outcomes from USPTO patents with 853,638 reactions. The task is: Predict the reaction yield, written as a fraction of the theoretical maximum amount of product (1.0 means a 100% yield; for example, 0.34 means a 34% yield). (1) The reactants are Br[C:2]1[CH:7]=[CH:6][C:5]([C:8]2([C:11]([F:14])([F:13])[F:12])[CH2:10][CH2:9]2)=[CH:4][CH:3]=1.[B:15]1([B:15]2[O:19][C:18]([CH3:21])([CH3:20])[C:17]([CH3:23])([CH3:22])[O:16]2)[O:19][C:18]([CH3:21])([CH3:20])[C:17]([CH3:23])([CH3:22])[O:16]1.C([O-])(=O)C.[K+]. The catalyst is O1CCOCC1.C1C=CC(P(C2C=CC=CC=2)[C-]2C=CC=C2)=CC=1.C1C=CC(P(C2C=CC=CC=2)[C-]2C=CC=C2)=CC=1.Cl[Pd]Cl.[Fe+2]. The product is [CH3:22][C:17]1([CH3:23])[C:18]([CH3:21])([CH3:20])[O:19][B:15]([C:2]2[CH:7]=[CH:6][C:5]([C:8]3([C:11]([F:14])([F:13])[F:12])[CH2:10][CH2:9]3)=[CH:4][CH:3]=2)[O:16]1. The yield is 0.800. (2) The product is [CH3:1][O:2][C:3]1[CH:8]=[CH:7][CH:6]=[CH:5][C:4]=1[CH:9]1[CH2:14][CH2:13][CH2:12][CH2:11][CH:10]1[CH2:15][CH:16]=[O:30]. The catalyst is C(OCC)(=O)C. The yield is 0.960. The reactants are [CH3:1][O:2][C:3]1[CH:8]=[CH:7][CH:6]=[CH:5][C:4]=1[CH:9]1[CH2:14][CH2:13][CH2:12][CH2:11][CH:10]1[CH2:15][C:16]#N.[H-].C([Al+]CC(C)C)C(C)C.CC[O:30]CC. (3) The reactants are Br[C:2]1[N:3]=[C:4]2[N:11]([C@H:12]3[CH2:17][CH2:16][C@@H:15]([O:18][CH3:19])[CH2:14][CH2:13]3)[CH2:10][C:9](=[O:20])[NH:8][C:5]2=[N:6][CH:7]=1.Br[C:22]1[C:23]([NH:29][C:30](=O)CI)=[N:24][CH:25]=[C:26](Br)[N:27]=1.[CH:34](N(C(C)C)CC)([CH3:36])[CH3:35].Cl.CO[C@@H]1CC[C@H]([NH2:52])CC1. The catalyst is C(#N)C. The product is [CH3:19][O:18][C@@H:15]1[CH2:16][CH2:17][C@H:12]([N:11]2[C:4]3[C:5](=[N:6][CH:7]=[C:2]([C:35]4[C:26]([CH3:25])=[N:27][C:22]([C:23]5[NH:29][CH:30]=[N:52][N:24]=5)=[CH:36][CH:34]=4)[N:3]=3)[NH:8][C:9](=[O:20])[CH2:10]2)[CH2:13][CH2:14]1. The yield is 0.550. (4) The reactants are [Br:1][C:2]1[C:3]([OH:17])=[C:4]([C:13]([O:15][CH3:16])=[O:14])[S:5][C:6]=1[C:7]1[N:11]([CH3:12])[N:10]=[CH:9][CH:8]=1.CO.[CH:20]1C=CC(P(C2C=CC=CC=2)C2C=CC=CC=2)=CC=1.CCOC(/N=N/C(OCC)=O)=O. The catalyst is C1COCC1. The product is [Br:1][C:2]1[C:3]([O:17][CH3:20])=[C:4]([C:13]([O:15][CH3:16])=[O:14])[S:5][C:6]=1[C:7]1[N:11]([CH3:12])[N:10]=[CH:9][CH:8]=1. The yield is 0.740. (5) The reactants are [Cl:1][C:2]1[CH:7]=[CH:6][CH:5]=[C:4]([N+:8]([O-:10])=[O:9])[C:3]=1Cl.[C:12]([O:16][C:17]([N:19]1[CH2:24][CH2:23][NH:22][CH2:21][CH2:20]1)=[O:18])([CH3:15])([CH3:14])[CH3:13].C([O-])([O-])=O.[K+].[K+]. The catalyst is C(#N)C. The product is [C:12]([O:16][C:17]([N:19]1[CH2:24][CH2:23][N:22]([C:3]2[C:4]([N+:8]([O-:10])=[O:9])=[CH:5][CH:6]=[CH:7][C:2]=2[Cl:1])[CH2:21][CH2:20]1)=[O:18])([CH3:15])([CH3:13])[CH3:14]. The yield is 0.700.